This data is from Forward reaction prediction with 1.9M reactions from USPTO patents (1976-2016). The task is: Predict the product of the given reaction. (1) The product is: [C:19]([OH:25])(=[O:5])[CH2:20][CH2:21][CH2:22][CH2:23][CH3:24].[C:19]([OH:25])(=[O:5])[CH2:20][CH2:21][CH2:22][CH2:23][CH3:24].[C:19]([OH:25])(=[O:5])[CH2:20][CH2:21][CH2:22][CH2:23][CH3:24].[N:2]([CH2:9][CH2:10][OH:11])([CH2:6][CH2:7][OH:8])[CH2:3][CH2:4][OH:5]. Given the reactants Cl.[N:2]([CH2:9][CH2:10][OH:11])([CH2:6][CH2:7][OH:8])[CH2:3][CH2:4][OH:5].C1(C)C=CC=CC=1.[C:19](Cl)(=[O:25])[CH2:20][CH2:21][CH2:22][CH2:23][CH3:24], predict the reaction product. (2) Given the reactants [F:1][C:2]([F:18])([F:17])[C:3]1[CH:8]=[CH:7][CH:6]=[CH:5][C:4]=1[C:9]1[CH:14]=[CH:13][C:12]([CH:15]=[O:16])=[CH:11][CH:10]=1.[O-:19]Cl=O.[Na+], predict the reaction product. The product is: [F:1][C:2]([F:17])([F:18])[C:3]1[CH:8]=[CH:7][CH:6]=[CH:5][C:4]=1[C:9]1[CH:14]=[CH:13][C:12]([C:15]([OH:19])=[O:16])=[CH:11][CH:10]=1. (3) Given the reactants [CH:1]12[C:10](=[O:11])[CH2:9][CH:5]([C:6](=[O:8])[CH2:7]1)[CH2:4][CH2:3][CH2:2]2.[C:12]1([Mg]Br)[CH:17]=[CH:16][CH:15]=[CH:14][CH:13]=1, predict the reaction product. The product is: [OH:11][C:10]1([C:12]2[CH:17]=[CH:16][CH:15]=[CH:14][CH:13]=2)[CH2:9][CH:5]2[C:6](=[O:8])[CH2:7][CH:1]1[CH2:2][CH2:3][CH2:4]2. (4) Given the reactants C([O-])([O-])=O.[Cs+].[Cs+].[N+:7]([C:10]1[CH:15]=[CH:14][C:13](Br)=[CH:12][N:11]=1)([O-:9])=[O:8].[CH3:17][O:18][CH2:19][CH2:20][NH2:21].[C:22]([O:26][C:27](O[C:27]([O:26][C:22]([CH3:25])([CH3:24])[CH3:23])=[O:28])=[O:28])([CH3:25])([CH3:24])[CH3:23], predict the reaction product. The product is: [N+:7]([C:10]1[CH:15]=[CH:14][C:13]([N:21]([CH2:20][CH2:19][O:18][CH3:17])[C:27](=[O:28])[O:26][C:22]([CH3:25])([CH3:24])[CH3:23])=[CH:12][N:11]=1)([O-:9])=[O:8]. (5) Given the reactants [NH2:1][C@H:2]([C:9]([OH:11])=[O:10])[CH2:3][C:4]1[N:8]=[CH:7][NH:6][CH:5]=1.N.[Cl:13][C:14]1[CH:21]=[CH:20][CH:19]=[C:18]([Cl:22])[C:15]=1[CH2:16]Cl, predict the reaction product. The product is: [Cl:13][C:14]1[CH:21]=[CH:20][CH:19]=[C:18]([Cl:22])[C:15]=1[CH2:16][N:6]1[CH:7]=[N:8][C:4]([CH2:3][C@@H:2]([C:9]([OH:11])=[O:10])[NH2:1])=[CH:5]1. (6) Given the reactants [C:1]1([CH2:7][CH2:8][NH2:9])[CH:6]=[CH:5][CH:4]=[CH:3][CH:2]=1.[Cl:10][CH2:11][C:12](Cl)=[O:13], predict the reaction product. The product is: [Cl:10][CH2:11][C:12]([NH:9][CH2:8][CH2:7][C:1]1[CH:6]=[CH:5][CH:4]=[CH:3][CH:2]=1)=[O:13]. (7) Given the reactants [Cl:1][C:2]1[CH:7]=[CH:6][C:5]([N:8]([C@H:12]2[C:21]3[C:16](=[CH:17][CH:18]=[CH:19][CH:20]=3)[N:15]([C:22](=[O:30])[C:23]3[CH:28]=[CH:27][C:26]([OH:29])=[CH:25][CH:24]=3)[C@@H:14]([CH3:31])[CH2:13]2)[C:9](=[O:11])[CH3:10])=[CH:4][CH:3]=1.C([O-])([O-])=O.[K+].[K+].Br[CH2:39][CH2:40][CH2:41][N:42]1[CH:46]=[CH:45][N:44]=[CH:43]1, predict the reaction product. The product is: [Cl:1][C:2]1[CH:3]=[CH:4][C:5]([N:8]([C@H:12]2[C:21]3[C:16](=[CH:17][CH:18]=[CH:19][CH:20]=3)[N:15]([C:22](=[O:30])[C:23]3[CH:24]=[CH:25][C:26]([O:29][CH2:39][CH2:40][CH2:41][N:42]4[CH:46]=[CH:45][N:44]=[CH:43]4)=[CH:27][CH:28]=3)[C@@H:14]([CH3:31])[CH2:13]2)[C:9](=[O:11])[CH3:10])=[CH:6][CH:7]=1. (8) Given the reactants C([N:5]1[C:10](=[O:11])[C:9]([Cl:12])=[C:8]([O:13][CH2:14][C:15]2[CH:20]=[CH:19][C:18]([CH2:21][O:22][CH2:23][CH2:24][OH:25])=[CH:17][CH:16]=2)[CH:7]=[N:6]1)(C)(C)C.[S:26](Cl)([C:29]1[CH:35]=[CH:34][C:32]([CH3:33])=[CH:31][CH:30]=1)(=[O:28])=[O:27].[CH2:37](N(CC)CC)C.CC[CH2:46][CH2:47][CH3:48], predict the reaction product. The product is: [C:47]([CH:14]([O:13][C:8]1[CH:7]=[N:6][NH:5][C:10](=[O:11])[C:9]=1[Cl:12])[C:15]1[CH:16]=[CH:17][C:18]([CH2:21][O:22][CH2:23][CH2:24][O:25][S:26]([C:29]2[CH:35]=[CH:34][C:32]([CH3:33])=[CH:31][CH:30]=2)(=[O:28])=[O:27])=[CH:19][CH:20]=1)([CH3:46])([CH3:48])[CH3:37].